Dataset: Full USPTO retrosynthesis dataset with 1.9M reactions from patents (1976-2016). Task: Predict the reactants needed to synthesize the given product. (1) Given the product [Cl:27][C:21]1[CH:20]=[C:19]([C:16]2[C:15]([CH3:28])=[N:14][N:13]([CH2:12][C:9]3[CH:10]=[CH:11][C:6]([C:5]([NH:4][CH2:3][C:2]#[N:1])=[O:29])=[CH:7][CH:8]=3)[C:17]=2[CH3:18])[CH:24]=[CH:23][C:22]=1[C:25]#[N:26], predict the reactants needed to synthesize it. The reactants are: [NH2:1][C:2](=O)[CH2:3][NH:4][C:5](=[O:29])[C:6]1[CH:11]=[CH:10][C:9]([CH2:12][N:13]2[C:17]([CH3:18])=[C:16]([C:19]3[CH:24]=[CH:23][C:22]([C:25]#[N:26])=[C:21]([Cl:27])[CH:20]=3)[C:15]([CH3:28])=[N:14]2)=[CH:8][CH:7]=1.N1C=CC=CC=1.C(Cl)(=O)C(Cl)=O.Cl. (2) Given the product [F:29][C:2]1([CH2:8][C@H:9]2[CH2:13][O:12][C:11]([CH3:15])([CH3:14])[N:10]2[C:16]([O:18][C:19]([CH3:22])([CH3:21])[CH3:20])=[O:17])[CH2:7][CH2:6][CH2:5][CH2:4][CH2:3]1, predict the reactants needed to synthesize it. The reactants are: O[C:2]1([CH2:8][C@H:9]2[CH2:13][O:12][C:11]([CH3:15])([CH3:14])[N:10]2[C:16]([O:18][C:19]([CH3:22])([CH3:21])[CH3:20])=[O:17])[CH2:7][CH2:6][CH2:5][CH2:4][CH2:3]1.CCN(S(F)(F)[F:29])CC.C1C=C(Cl)C=C(C(OO)=O)C=1.